This data is from NCI-60 drug combinations with 297,098 pairs across 59 cell lines. The task is: Regression. Given two drug SMILES strings and cell line genomic features, predict the synergy score measuring deviation from expected non-interaction effect. (1) Drug 1: COC1=NC(=NC2=C1N=CN2C3C(C(C(O3)CO)O)O)N. Drug 2: CC1=C2C(C(=O)C3(C(CC4C(C3C(C(C2(C)C)(CC1OC(=O)C(C(C5=CC=CC=C5)NC(=O)C6=CC=CC=C6)O)O)OC(=O)C7=CC=CC=C7)(CO4)OC(=O)C)O)C)OC(=O)C. Cell line: NCI-H322M. Synergy scores: CSS=-10.1, Synergy_ZIP=1.40, Synergy_Bliss=-10.7, Synergy_Loewe=-39.9, Synergy_HSA=-20.4. (2) Drug 1: CCC(=C(C1=CC=CC=C1)C2=CC=C(C=C2)OCCN(C)C)C3=CC=CC=C3.C(C(=O)O)C(CC(=O)O)(C(=O)O)O. Drug 2: C1C(C(OC1N2C=NC3=C2NC=NCC3O)CO)O. Cell line: UACC-257. Synergy scores: CSS=0.418, Synergy_ZIP=0.0349, Synergy_Bliss=-0.120, Synergy_Loewe=0.0538, Synergy_HSA=-0.606. (3) Cell line: OVCAR-4. Drug 1: CN(CC1=CN=C2C(=N1)C(=NC(=N2)N)N)C3=CC=C(C=C3)C(=O)NC(CCC(=O)O)C(=O)O. Drug 2: C1C(C(OC1N2C=C(C(=O)NC2=O)F)CO)O. Synergy scores: CSS=21.5, Synergy_ZIP=-9.40, Synergy_Bliss=-14.5, Synergy_Loewe=-14.9, Synergy_HSA=-14.4. (4) Drug 1: C1=CC=C(C=C1)NC(=O)CCCCCCC(=O)NO. Drug 2: C1=NNC2=C1C(=O)NC=N2. Cell line: SR. Synergy scores: CSS=32.6, Synergy_ZIP=0.228, Synergy_Bliss=2.23, Synergy_Loewe=-24.5, Synergy_HSA=2.75. (5) Drug 1: CC1=C(C(CCC1)(C)C)C=CC(=CC=CC(=CC(=O)O)C)C. Drug 2: C(CCl)NC(=O)N(CCCl)N=O. Cell line: HT29. Synergy scores: CSS=8.10, Synergy_ZIP=-3.08, Synergy_Bliss=5.16, Synergy_Loewe=-3.54, Synergy_HSA=3.08. (6) Drug 1: CC1CCC2CC(C(=CC=CC=CC(CC(C(=O)C(C(C(=CC(C(=O)CC(OC(=O)C3CCCCN3C(=O)C(=O)C1(O2)O)C(C)CC4CCC(C(C4)OC)OCCO)C)C)O)OC)C)C)C)OC. Drug 2: CS(=O)(=O)OCCCCOS(=O)(=O)C. Cell line: IGROV1. Synergy scores: CSS=18.7, Synergy_ZIP=-6.80, Synergy_Bliss=-5.27, Synergy_Loewe=-12.9, Synergy_HSA=-3.31.